Predict the product of the given reaction. From a dataset of Forward reaction prediction with 1.9M reactions from USPTO patents (1976-2016). (1) The product is: [Cl:26][C:20]1[CH:19]=[C:18]([C:15]2[CH:16]=[CH:17][N:13]([CH2:12][C@@H:11]([NH:10][C:7](=[O:9])[C:2]3[CH:3]=[CH:4][CH:5]=[CH:6][N:1]=3)[CH3:27])[N:14]=2)[CH:25]=[CH:24][C:21]=1[C:22]#[N:23]. Given the reactants [N:1]1[CH:6]=[CH:5][CH:4]=[CH:3][C:2]=1[C:7]([OH:9])=O.[NH2:10][C@@H:11]([CH3:27])[CH2:12][N:13]1[CH:17]=[CH:16][C:15]([C:18]2[CH:25]=[CH:24][C:21]([C:22]#[N:23])=[C:20]([Cl:26])[CH:19]=2)=[N:14]1, predict the reaction product. (2) Given the reactants [NH2:1][C:2]1[N:7]=[C:6]([N:8]2[CH2:13][CH2:12][CH2:11][C@@H:10]([C:14]([N:16]3[CH2:20][CH2:19][CH2:18][CH2:17]3)=[O:15])[CH2:9]2)[CH:5]=[CH:4][C:3]=1[N+:21]([O-])=O.[H][H], predict the reaction product. The product is: [NH2:21][C:3]1[CH:4]=[CH:5][C:6]([N:8]2[CH2:13][CH2:12][CH2:11][C@@H:10]([C:14]([N:16]3[CH2:20][CH2:19][CH2:18][CH2:17]3)=[O:15])[CH2:9]2)=[N:7][C:2]=1[NH2:1]. (3) Given the reactants [F:1][C:2]1[CH:3]=[C:4]([CH:33]=[CH:34][CH:35]=1)[CH2:5][N:6]1[C:14]2[C:9](=[CH:10][C:11]([NH:15][C:16]3[C:25]4[C:20](=[CH:21][CH:22]=[CH:23][C:24]=4[O:26][C@@H:27]([CH3:32])[C:28]([O:30]C)=O)[N:19]=[CH:18][N:17]=3)=[CH:12][CH:13]=2)[CH:8]=[N:7]1.[CH3:36][NH:37][CH3:38], predict the reaction product. The product is: [F:1][C:2]1[CH:3]=[C:4]([CH:33]=[CH:34][CH:35]=1)[CH2:5][N:6]1[C:14]2[C:9](=[CH:10][C:11]([NH:15][C:16]3[C:25]4[C:20](=[CH:21][CH:22]=[CH:23][C:24]=4[O:26][C@@H:27]([CH3:32])[C:28]([N:37]([CH3:38])[CH3:36])=[O:30])[N:19]=[CH:18][N:17]=3)=[CH:12][CH:13]=2)[CH:8]=[N:7]1. (4) Given the reactants [Br:1][C:2]1[C:3]([NH:9][CH3:10])=[N:4][C:5](Cl)=[N:6][CH:7]=1.[CH3:11][N:12]1[C:16]([CH3:17])=[C:15]([NH2:18])[CH:14]=[N:13]1.C(O)(C(F)(F)F)=O, predict the reaction product. The product is: [Br:1][C:2]1[C:3]([NH:9][CH3:10])=[N:4][C:5]([NH:18][C:15]2[CH:14]=[N:13][N:12]([CH3:11])[C:16]=2[CH3:17])=[N:6][CH:7]=1. (5) Given the reactants ClC1C=C(C=CC=1)C(OO)=[O:6].[CH2:12]([S:14][C:15]1[CH:20]=[CH:19][N:18]=[CH:17][C:16]=1[C:21]1[N:33]([CH3:34])[C:24]2=[N:25][CH:26]=[C:27]([C:29]([F:32])([F:31])[F:30])[CH:28]=[C:23]2[N:22]=1)[CH3:13].C(=O)(O)[O-].[Na+], predict the reaction product. The product is: [CH2:12]([S:14]([C:15]1[CH:20]=[CH:19][N:18]=[CH:17][C:16]=1[C:21]1[N:33]([CH3:34])[C:24]2=[N:25][CH:26]=[C:27]([C:29]([F:32])([F:30])[F:31])[CH:28]=[C:23]2[N:22]=1)=[O:6])[CH3:13]. (6) The product is: [C:23]([C:2]1[CH:3]=[N:4][CH:5]=[CH:6][C:7]=1/[CH:8]=[C:9]1/[C:10](=[O:22])[C:11]2[C:16]([CH2:17]/1)=[CH:15][C:14]([O:18][CH3:19])=[C:13]([O:20][CH3:21])[CH:12]=2)(=[O:25])[CH3:24]. Given the reactants Br[C:2]1[CH:3]=[N:4][CH:5]=[CH:6][C:7]=1/[CH:8]=[C:9]1/[C:10](=[O:22])[C:11]2[C:16]([CH2:17]/1)=[CH:15][C:14]([O:18][CH3:19])=[C:13]([O:20][CH3:21])[CH:12]=2.[CH2:23]([O:25]C([Sn](CCCC)(CCCC)CCCC)=C)[CH3:24].Cl, predict the reaction product. (7) Given the reactants [O:1]1[C:5]2[CH:6]=[CH:7][CH:8]=[CH:9][C:4]=2[N:3]=[C:2]1[C:10]1[CH:11]=[C:12]2[C:17](=[CH:18][CH:19]=1)[CH:16]=[C:15]([OH:20])[CH:14]=[CH:13]2.C(=O)([O-])[O-].[K+].[K+].Cl[CH2:28][CH2:29][CH2:30][CH:31]([C:37]([O:39][CH2:40][CH3:41])=[O:38])[C:32]([O:34][CH2:35][CH3:36])=[O:33].C(OCC)(=O)C, predict the reaction product. The product is: [CH2:35]([O:34][C:32](=[O:33])[CH:31]([CH2:30][CH2:29][CH2:28][O:20][C:15]1[CH:14]=[CH:13][C:12]2[C:17](=[CH:18][CH:19]=[C:10]([C:2]3[O:1][C:5]4[CH:6]=[CH:7][CH:8]=[CH:9][C:4]=4[N:3]=3)[CH:11]=2)[CH:16]=1)[C:37]([O:39][CH2:40][CH3:41])=[O:38])[CH3:36].